From a dataset of Retrosynthesis with 50K atom-mapped reactions and 10 reaction types from USPTO. Predict the reactants needed to synthesize the given product. (1) Given the product CC(=CCO)C(F)(F)F, predict the reactants needed to synthesize it. The reactants are: CC(=CC(=O)OCc1ccccc1)C(F)(F)F. (2) The reactants are: CC(=O)OC(C)=O.CCOc1ccccc1OCCN(C(=O)OC(C)(C)C)C(C)Cc1cc2c(c(C(N)=O)c1)NCC2. Given the product CCOc1ccccc1OCCN(C(=O)OC(C)(C)C)C(C)Cc1cc2c(c(C(N)=O)c1)N(C(C)=O)CC2, predict the reactants needed to synthesize it. (3) Given the product CCCN(CCC)C(C)CCC1Cc2cc(C#N)ccc2C1OCOC, predict the reactants needed to synthesize it. The reactants are: CCCN(CCC)C(C)CCC1Cc2cc(Br)ccc2C1OCOC.[C-]#N. (4) Given the product Nc1ccc(Cl)cc1C1Cc2ccccc2N1, predict the reactants needed to synthesize it. The reactants are: Nc1ccc(Cl)cc1-c1cc2ccccc2[nH]1.